From a dataset of NCI-60 drug combinations with 297,098 pairs across 59 cell lines. Regression. Given two drug SMILES strings and cell line genomic features, predict the synergy score measuring deviation from expected non-interaction effect. (1) Drug 1: CN(CC1=CN=C2C(=N1)C(=NC(=N2)N)N)C3=CC=C(C=C3)C(=O)NC(CCC(=O)O)C(=O)O. Drug 2: CC1=C(C=C(C=C1)C(=O)NC2=CC(=CC(=C2)C(F)(F)F)N3C=C(N=C3)C)NC4=NC=CC(=N4)C5=CN=CC=C5. Cell line: NCI/ADR-RES. Synergy scores: CSS=5.40, Synergy_ZIP=-7.65, Synergy_Bliss=-1.50, Synergy_Loewe=-18.7, Synergy_HSA=-0.262. (2) Drug 1: CCCS(=O)(=O)NC1=C(C(=C(C=C1)F)C(=O)C2=CNC3=C2C=C(C=N3)C4=CC=C(C=C4)Cl)F. Drug 2: C1CCN(CC1)CCOC2=CC=C(C=C2)C(=O)C3=C(SC4=C3C=CC(=C4)O)C5=CC=C(C=C5)O. Cell line: DU-145. Synergy scores: CSS=5.76, Synergy_ZIP=4.22, Synergy_Bliss=12.9, Synergy_Loewe=8.51, Synergy_HSA=8.93. (3) Drug 1: COC1=NC(=NC2=C1N=CN2C3C(C(C(O3)CO)O)O)N. Drug 2: C1CNP(=O)(OC1)N(CCCl)CCCl. Cell line: NCI-H522. Synergy scores: CSS=-10.0, Synergy_ZIP=3.33, Synergy_Bliss=-0.550, Synergy_Loewe=-9.77, Synergy_HSA=-10.2. (4) Drug 1: C(=O)(N)NO. Drug 2: CCC1(CC2CC(C3=C(CCN(C2)C1)C4=CC=CC=C4N3)(C5=C(C=C6C(=C5)C78CCN9C7C(C=CC9)(C(C(C8N6C)(C(=O)OC)O)OC(=O)C)CC)OC)C(=O)OC)O.OS(=O)(=O)O. Cell line: HT29. Synergy scores: CSS=32.3, Synergy_ZIP=3.68, Synergy_Bliss=11.2, Synergy_Loewe=9.90, Synergy_HSA=10.7. (5) Drug 1: CN(C)C1=NC(=NC(=N1)N(C)C)N(C)C. Drug 2: C1C(C(OC1N2C=NC(=NC2=O)N)CO)O. Cell line: CCRF-CEM. Synergy scores: CSS=40.2, Synergy_ZIP=1.91, Synergy_Bliss=1.51, Synergy_Loewe=-28.4, Synergy_HSA=-0.174. (6) Drug 1: CC1=CC2C(CCC3(C2CCC3(C(=O)C)OC(=O)C)C)C4(C1=CC(=O)CC4)C. Drug 2: CC1C(C(CC(O1)OC2CC(OC(C2O)C)OC3=CC4=CC5=C(C(=O)C(C(C5)C(C(=O)C(C(C)O)O)OC)OC6CC(C(C(O6)C)O)OC7CC(C(C(O7)C)O)OC8CC(C(C(O8)C)O)(C)O)C(=C4C(=C3C)O)O)O)O. Cell line: HCT116. Synergy scores: CSS=3.56, Synergy_ZIP=7.57, Synergy_Bliss=7.12, Synergy_Loewe=8.24, Synergy_HSA=8.40. (7) Drug 1: C1C(C(OC1N2C=NC3=C(N=C(N=C32)Cl)N)CO)O. Drug 2: CC=C1C(=O)NC(C(=O)OC2CC(=O)NC(C(=O)NC(CSSCCC=C2)C(=O)N1)C(C)C)C(C)C. Cell line: COLO 205. Synergy scores: CSS=60.9, Synergy_ZIP=3.29, Synergy_Bliss=1.52, Synergy_Loewe=-1.62, Synergy_HSA=-0.193. (8) Drug 1: C1CC(C1)(C(=O)O)C(=O)O.[NH2-].[NH2-].[Pt+2]. Drug 2: N.N.Cl[Pt+2]Cl. Cell line: SF-295. Synergy scores: CSS=42.8, Synergy_ZIP=-1.14, Synergy_Bliss=1.32, Synergy_Loewe=-10.7, Synergy_HSA=1.61. (9) Drug 1: CCC1=CC2CC(C3=C(CN(C2)C1)C4=CC=CC=C4N3)(C5=C(C=C6C(=C5)C78CCN9C7C(C=CC9)(C(C(C8N6C)(C(=O)OC)O)OC(=O)C)CC)OC)C(=O)OC.C(C(C(=O)O)O)(C(=O)O)O. Drug 2: CC(C)NC(=O)C1=CC=C(C=C1)CNNC.Cl. Cell line: CCRF-CEM. Synergy scores: CSS=20.0, Synergy_ZIP=6.58, Synergy_Bliss=1.95, Synergy_Loewe=-31.2, Synergy_HSA=-1.73. (10) Drug 1: CCC1(CC2CC(C3=C(CCN(C2)C1)C4=CC=CC=C4N3)(C5=C(C=C6C(=C5)C78CCN9C7C(C=CC9)(C(C(C8N6C=O)(C(=O)OC)O)OC(=O)C)CC)OC)C(=O)OC)O.OS(=O)(=O)O. Drug 2: CC12CCC3C(C1CCC2O)C(CC4=C3C=CC(=C4)O)CCCCCCCCCS(=O)CCCC(C(F)(F)F)(F)F. Cell line: NCI-H522. Synergy scores: CSS=31.2, Synergy_ZIP=0.434, Synergy_Bliss=0.916, Synergy_Loewe=-32.1, Synergy_HSA=-0.0183.